Dataset: Peptide-MHC class I binding affinity with 185,985 pairs from IEDB/IMGT. Task: Regression. Given a peptide amino acid sequence and an MHC pseudo amino acid sequence, predict their binding affinity value. This is MHC class I binding data. (1) The binding affinity (normalized) is 0.105. The MHC is H-2-Db with pseudo-sequence H-2-Db. The peptide sequence is HTPLFSFL. (2) The peptide sequence is KIGEVIGPK. The MHC is HLA-B08:03 with pseudo-sequence HLA-B08:03. The binding affinity (normalized) is 0.0847. (3) The peptide sequence is GTEKLTITY. The MHC is HLA-B08:01 with pseudo-sequence HLA-B08:01. The binding affinity (normalized) is 0.0847.